Dataset: Catalyst prediction with 721,799 reactions and 888 catalyst types from USPTO. Task: Predict which catalyst facilitates the given reaction. (1) Reactant: Cl[C:2]1[N:7]=[C:6]([N:8]2[CH2:14][CH:13]3[O:15][CH:10]([CH2:11][CH2:12]3)[CH2:9]2)[CH:5]=[CH:4][N:3]=1.[CH2:16]([NH:18][C:19]([NH:21][C:22]1[CH:27]=[CH:26][C:25](B2OC(C)(C)C(C)(C)O2)=[CH:24][CH:23]=1)=[O:20])[CH3:17].C(Cl)Cl.C([O-])([O-])=O.[Na+].[Na+]. Product: [CH:10]12[O:15][CH:13]([CH2:12][CH2:11]1)[CH2:14][N:8]([C:6]1[CH:5]=[CH:4][N:3]=[C:2]([C:25]3[CH:24]=[CH:23][C:22]([NH:21][C:19]([NH:18][CH2:16][CH3:17])=[O:20])=[CH:27][CH:26]=3)[N:7]=1)[CH2:9]2. The catalyst class is: 622. (2) Reactant: C[Li].[CH3:3][CH:4]([CH2:6][CH2:7][CH2:8][C@H:9]([C@@H:11]1[C@:28]2([CH3:29])[C@H:14]([C:15]3[CH2:16][CH2:17][C:18]4[C@:23]([C:25]=3[CH2:26][CH2:27]2)([CH3:24])[CH2:22][CH2:21][C:20](=[O:30])[CH:19]=4)[CH2:13][CH2:12]1)[CH3:10])[CH3:5].[Cl-].[NH4+]. Product: [CH3:5][CH:4]([CH2:6][CH2:7][CH2:8][C@H:9]([C@@H:11]1[C@:28]2([CH3:29])[C@H:14]([C:15]3[CH2:16][CH2:17][CH:18]4[C@:23]([C:25]=3[CH2:26][CH2:27]2)([CH3:24])[CH2:22][CH2:21][C:20](=[O:30])[CH2:19]4)[CH2:13][CH2:12]1)[CH3:10])[CH3:3]. The catalyst class is: 27. (3) Reactant: [F:1][C:2]([F:14])([F:13])[C:3]1[CH:4]=[C:5]([S:9](Cl)(=[O:11])=[O:10])[CH:6]=[CH:7][CH:8]=1.Cl.[NH:16]1[CH2:21][CH2:20][CH2:19][CH2:18][CH:17]1[CH2:22][C:23]([O:25][CH3:26])=[O:24].C(N(CC)CC)C.Cl. Product: [F:1][C:2]([F:14])([F:13])[C:3]1[CH:4]=[C:5]([S:9]([N:16]2[CH2:21][CH2:20][CH2:19][CH2:18][CH:17]2[CH2:22][C:23]([O:25][CH3:26])=[O:24])(=[O:11])=[O:10])[CH:6]=[CH:7][CH:8]=1. The catalyst class is: 4. (4) The catalyst class is: 3. Product: [Cl:1][C:2]1[CH:7]=[C:6]([Cl:8])[CH:5]=[CH:4][C:3]=1[O:9][CH2:13][S:14][CH3:15]. Reactant: [Cl:1][C:2]1[CH:7]=[C:6]([Cl:8])[CH:5]=[CH:4][C:3]=1[OH:9].[H-].[Na+].Cl[CH2:13][S:14][CH3:15]. (5) Reactant: [F:1][C:2]([F:42])([F:41])[C:3]([NH:5][C@@H:6]1[C@@H:11]([O:12][C:13](=[O:15])[CH3:14])[C@H:10]([O:16][C:17](=[O:19])[CH3:18])[C@@H:9]([CH2:20][O:21][C:22](=[O:24])[CH3:23])[O:8][CH:7]1[O:25][C@@H:26]1[C@H:31]2[CH2:32][O:33][C@H:29]([O:30]2)[C@H:28]([N:34]=[N+:35]=[N-:36])[C@H:27]1[O:37][C:38](=[O:40])[CH3:39])=[O:4].B(F)(F)F.[CH3:47][CH2:48][O:49]CC.[CH3:52][C:53]([O:55]C(C)=O)=[O:54]. Product: [F:42][C:2]([F:41])([F:1])[C:3]([NH:5][C@@H:6]1[C@@H:11]([O:12][C:13](=[O:15])[CH3:14])[C@H:10]([O:16][C:17](=[O:19])[CH3:18])[C@@H:9]([CH2:20][O:21][C:22](=[O:24])[CH3:23])[O:8][CH:7]1[O:25][C@@H:26]1[C@@H:31]([CH2:32][O:55][C:53](=[O:54])[CH3:52])[O:30][C@@H:29]([O:33][C:48](=[O:49])[CH3:47])[C@H:28]([N:34]=[N+:35]=[N-:36])[C@H:27]1[O:37][C:38](=[O:40])[CH3:39])=[O:4]. The catalyst class is: 25.